Dataset: TCR-epitope binding with 47,182 pairs between 192 epitopes and 23,139 TCRs. Task: Binary Classification. Given a T-cell receptor sequence (or CDR3 region) and an epitope sequence, predict whether binding occurs between them. The epitope is TAFTIPSI. The TCR CDR3 sequence is CASSQRRGGTDTQYF. Result: 0 (the TCR does not bind to the epitope).